This data is from Reaction yield outcomes from USPTO patents with 853,638 reactions. The task is: Predict the reaction yield, written as a fraction of the theoretical maximum amount of product (1.0 means a 100% yield; for example, 0.34 means a 34% yield). The reactants are C(O[BH-](OC(=O)C)OC(=O)C)(=O)C.[Na+].[CH:15]1([S:18][C:19]2[CH:24]=[CH:23][C:22]([C:25]([C:27]3[NH:32][C:31](=[O:33])[C:30]([C:34]([F:37])([F:36])[F:35])=[CH:29][CH:28]=3)=[O:26])=[CH:21][CH:20]=2)[CH2:17][CH2:16]1.[Cl-].[NH4+]. The catalyst is C(Cl)(Cl)Cl. The product is [CH:15]1([S:18][C:19]2[CH:24]=[CH:23][C:22]([CH:25]([OH:26])[C:27]3[NH:32][C:31](=[O:33])[C:30]([C:34]([F:36])([F:35])[F:37])=[CH:29][CH:28]=3)=[CH:21][CH:20]=2)[CH2:17][CH2:16]1. The yield is 0.360.